From a dataset of Forward reaction prediction with 1.9M reactions from USPTO patents (1976-2016). Predict the product of the given reaction. (1) Given the reactants [F:1][C:2]1[CH:3]=[C:4]2[C:9](=[CH:10][C:11]=1[F:12])[NH:8][C:7](=[O:13])[CH:6]=[N:5]2.[H-].[Na+].CS(O[CH2:21][CH2:22][N:23]1[CH2:28][CH2:27][CH:26]([NH:29][C:30]([O:32][C:33]([CH3:36])([CH3:35])[CH3:34])=[O:31])[CH2:25][CH2:24]1)(=O)=O.COC1C=C2C(C=CC(=O)N2CCN2CCC(NC(=O)OC(C)(C)C)CC2)=CC=1, predict the reaction product. The product is: [F:1][C:2]1[CH:3]=[C:4]2[C:9](=[CH:10][C:11]=1[F:12])[N:8]([CH2:21][CH2:22][N:23]1[CH2:28][CH2:27][CH:26]([NH:29][C:30](=[O:31])[O:32][C:33]([CH3:36])([CH3:35])[CH3:34])[CH2:25][CH2:24]1)[C:7](=[O:13])[CH:6]=[N:5]2. (2) Given the reactants [F:1][C:2]1[CH:3]=[C:4]([C:9]2[C:10]3[CH2:29]O[CH2:27][CH2:26][C:11]=3[N:12]([C:14]([NH:16][C@@H:17]([C:22]([CH3:25])([CH3:24])[CH3:23])[C:18](NC)=[O:19])=[O:15])[N:13]=2)[CH:5]=[CH:6][C:7]=1[F:8].N[C@H:31](CO)C(C)(C)C, predict the reaction product. The product is: [F:1][C:2]1[CH:3]=[C:4]([C:9]2[C:10]3[CH2:29][CH2:31][CH2:27][CH2:26][C:11]=3[N:12]([C:14]([NH:16][C@@H:17]([C:22]([CH3:24])([CH3:23])[CH3:25])[CH2:18][OH:19])=[O:15])[N:13]=2)[CH:5]=[CH:6][C:7]=1[F:8].